This data is from Catalyst prediction with 721,799 reactions and 888 catalyst types from USPTO. The task is: Predict which catalyst facilitates the given reaction. (1) The catalyst class is: 3. Reactant: [CH3:1][C:2]1[CH:7]=[CH:6][CH:5]=[CH:4][C:3]=1[NH:8][C:9]1[O:10][C:11]2[CH:17]=[C:16]([CH2:18][C:19]([OH:21])=O)[CH:15]=[CH:14][C:12]=2[N:13]=1.[O:22]([C@@H:29]1[CH2:33][NH:32][C@H:31]([CH2:34][O:35][C:36]2[CH:45]=[CH:44][C:39]([C:40]([O:42]C)=[O:41])=[CH:38][CH:37]=2)[CH2:30]1)C1C=CC=CC=1.CCN=C=NCCCN(C)C.Cl.[CH:58]1[CH:59]=[CH:60][C:61]2N(O)N=N[C:62]=2[CH:63]=1.C(N(CC)CC)C. Product: [CH3:1][C:2]1[CH:7]=[CH:6][CH:5]=[CH:4][C:3]=1[NH:8][C:9]1[O:10][C:11]2[CH:17]=[C:16]([CH2:18][C:19]([N:32]3[CH2:33][C@@H:29]([O:22][C:58]4[CH:59]=[CH:60][CH:61]=[CH:62][CH:63]=4)[CH2:30][C@H:31]3[CH2:34][O:35][C:36]3[CH:45]=[CH:44][C:39]([C:40]([OH:42])=[O:41])=[CH:38][CH:37]=3)=[O:21])[CH:15]=[CH:14][C:12]=2[N:13]=1. (2) Reactant: [F:1][C:2]1[CH:7]=[CH:6][C:5]([CH:8]2[C:12]3[C:13]([CH3:30])=[C:14]([NH:19][C:20](=O)[C:21]4[CH:26]=[CH:25][C:24]([O:27][CH3:28])=[CH:23][CH:22]=4)[C:15]([CH3:18])=[C:16]([CH3:17])[C:11]=3[O:10][C:9]2([CH3:32])[CH3:31])=[CH:4][CH:3]=1. Product: [F:1][C:2]1[CH:3]=[CH:4][C:5]([CH:8]2[C:12]3[C:13]([CH3:30])=[C:14]([NH:19][CH2:20][C:21]4[CH:22]=[CH:23][C:24]([O:27][CH3:28])=[CH:25][CH:26]=4)[C:15]([CH3:18])=[C:16]([CH3:17])[C:11]=3[O:10][C:9]2([CH3:32])[CH3:31])=[CH:6][CH:7]=1. The catalyst class is: 5. (3) Reactant: P([O-])([O-])([O-])=O.[K+].[K+].[K+].COC(C)(C)C.[NH2:15][CH:16]([C:24]1[CH:29]=[CH:28][C:27]([F:30])=[CH:26][CH:25]=1)[CH2:17][C:18]([O:20]CCC)=[O:19]. Product: [NH2:15][CH:16]([C:24]1[CH:25]=[CH:26][C:27]([F:30])=[CH:28][CH:29]=1)[CH2:17][C:18]([OH:20])=[O:19]. The catalyst class is: 21. (4) Reactant: CC(C[AlH]CC(C)C)C.[N:10]1[CH:15]=[CH:14][CH:13]=[CH:12][C:11]=1[N:16]1[CH:20]=[C:19]([C:21](OCC)=[O:22])[CH:18]=[N:17]1. Product: [N:10]1[CH:15]=[CH:14][CH:13]=[CH:12][C:11]=1[N:16]1[CH:20]=[C:19]([CH2:21][OH:22])[CH:18]=[N:17]1. The catalyst class is: 1. (5) Reactant: [N+:1]([C:4]1[CH:5]=[CH:6][C:7]([CH3:23])=[C:8]([NH:10][C:11]2C=[C:15]([C:17]3[CH:18]=[N:19][CH:20]=[CH:21][CH:22]=3)[CH:14]=[CH:13][N:12]=2)[CH:9]=1)([O-])=O.[NH2:24]N. Product: [NH2:1][C:4]1[CH:5]=[CH:6][C:7]([CH3:23])=[C:8]([NH:10][C:11]2[N:24]=[C:15]([C:17]3[CH:18]=[N:19][CH:20]=[CH:21][CH:22]=3)[CH:14]=[CH:13][N:12]=2)[CH:9]=1. The catalyst class is: 181.